This data is from Reaction yield outcomes from USPTO patents with 853,638 reactions. The task is: Predict the reaction yield, written as a fraction of the theoretical maximum amount of product (1.0 means a 100% yield; for example, 0.34 means a 34% yield). (1) The yield is 0.500. The product is [CH2:1]([S:3]([C:6]1[S:10][C:9]([C:11]2[CH:12]=[CH:13][C:14]([C:15]([N:60]3[CH2:61][CH2:62][CH2:63][C@H:59]3[CH2:58][N:54]3[CH2:55][CH2:56][CH2:57][C@H:53]3[CH3:52])=[O:17])=[CH:18][CH:19]=2)=[CH:8][CH:7]=1)(=[O:4])=[O:5])[CH3:2]. The catalyst is CN(C=O)C.ClCCl. The reactants are [CH2:1]([S:3]([C:6]1[S:10][C:9]([C:11]2[CH:19]=[CH:18][C:14]([C:15]([OH:17])=O)=[CH:13][CH:12]=2)=[CH:8][CH:7]=1)(=[O:5])=[O:4])[CH3:2].[Li].CCN=C=NCCCN(C)C.Cl.C1C=CC2N(O)N=NC=2C=1.CCN(C(C)C)C(C)C.[CH3:52][C@@H:53]1[CH2:57][CH2:56][CH2:55][N:54]1[CH2:58][C@@H:59]1[CH2:63][CH2:62][CH2:61][NH:60]1. (2) The reactants are [CH2:1]([N:3]([CH2:7][CH2:8][N:9]1[C:13](=[O:14])[C:12]2=[CH:15][CH:16]=[CH:17][CH:18]=[C:11]2[C:10]1=[O:19])[CH2:4][CH2:5]O)[CH3:2].C(N(S(F)(F)[F:26])CC)C.ClCCl.C(=O)([O-])[O-].[Na+].[Na+]. The catalyst is C(COC)OC. The product is [CH2:1]([N:3]([CH2:7][CH2:8][N:9]1[C:13](=[O:14])[C:12]2=[CH:15][CH:16]=[CH:17][CH:18]=[C:11]2[C:10]1=[O:19])[CH2:4][CH2:5][F:26])[CH3:2]. The yield is 0.500. (3) The reactants are [F:1][C:2]([F:15])([F:14])[C:3]1[C:12]2[C:7](=[CH:8][CH:9]=[C:10]([CH3:13])[CH:11]=2)[N:6]=[CH:5][CH:4]=1.[Br:16]N1C(=O)CCC1=O.N(C(C)(C)C#N)=NC(C)(C)C#N. The catalyst is C(Cl)(Cl)(Cl)Cl. The product is [Br:16][CH2:13][C:10]1[CH:11]=[C:12]2[C:7](=[CH:8][CH:9]=1)[N:6]=[CH:5][CH:4]=[C:3]2[C:2]([F:1])([F:14])[F:15]. The yield is 0.220. (4) The reactants are [C:1]([C:9](=[C:12](SC)[S:13][CH3:14])[C:10]#[N:11])(=O)[C:2]1[CH:7]=[CH:6][CH:5]=[CH:4][CH:3]=1.[N+]([O-])(O)=O.[NH2:21][C:22]([NH2:24])=[NH:23].C(N(CC)CC)C.O. The catalyst is CN(C=O)C. The product is [NH2:24][C:22]1[N:23]=[C:12]([S:13][CH3:14])[C:9]([C:10]#[N:11])=[C:1]([C:2]2[CH:7]=[CH:6][CH:5]=[CH:4][CH:3]=2)[N:21]=1. The yield is 0.860. (5) The reactants are [Br:1][C:2]1[CH:3]=[C:4]([NH:10][C:11]2[N:16]=[CH:15][C:14]([N:17]3[CH2:22][CH2:21][N:20](C(OC(C)(C)C)=O)[CH2:19][C@@H:18]3[CH2:30][CH3:31])=[CH:13][CH:12]=2)[C:5](=[O:9])[N:6]([CH3:8])[CH:7]=1.Cl.O1CCOCC1. The catalyst is ClCCl. The product is [Br:1][C:2]1[CH:3]=[C:4]([NH:10][C:11]2[CH:12]=[CH:13][C:14]([N:17]3[CH2:22][CH2:21][NH:20][CH2:19][C@@H:18]3[CH2:30][CH3:31])=[CH:15][N:16]=2)[C:5](=[O:9])[N:6]([CH3:8])[CH:7]=1. The yield is 0.660.